Dataset: Retrosynthesis with 50K atom-mapped reactions and 10 reaction types from USPTO. Task: Predict the reactants needed to synthesize the given product. (1) Given the product N#Cc1cc([N+](=O)[O-])ccc1N1CCOCC1, predict the reactants needed to synthesize it. The reactants are: C1COCCN1.N#Cc1cc([N+](=O)[O-])ccc1F. (2) Given the product COc1ccc(C=O)cc1OC1Cc2ccccc2C1, predict the reactants needed to synthesize it. The reactants are: COc1ccc(C=O)cc1O.OC1Cc2ccccc2C1. (3) Given the product CCCCCCCCC1Cc2ccccc2C1, predict the reactants needed to synthesize it. The reactants are: CCCCCCCCC1Cc2ccccc2C1=O. (4) Given the product C[C@H](O)[C@H]1O[C@H](OCc2ccccc2)[C@@H](OCc2ccccc2)[C@@H](OCc2ccccc2)[C@@H]1OCc1ccccc1, predict the reactants needed to synthesize it. The reactants are: C[Mg+].O=C[C@H]1O[C@H](OCc2ccccc2)[C@@H](OCc2ccccc2)[C@@H](OCc2ccccc2)[C@@H]1OCc1ccccc1. (5) Given the product [N-]=[N+]=Nc1ccc2ccccc2[n+]1[O-], predict the reactants needed to synthesize it. The reactants are: [N-]=[N+]=[N-].[O-][n+]1c(Cl)ccc2ccccc21.